From a dataset of NCI-60 drug combinations with 297,098 pairs across 59 cell lines. Regression. Given two drug SMILES strings and cell line genomic features, predict the synergy score measuring deviation from expected non-interaction effect. (1) Drug 1: CCC(=C(C1=CC=CC=C1)C2=CC=C(C=C2)OCCN(C)C)C3=CC=CC=C3.C(C(=O)O)C(CC(=O)O)(C(=O)O)O. Drug 2: C1=CC=C(C=C1)NC(=O)CCCCCCC(=O)NO. Cell line: OVCAR-4. Synergy scores: CSS=1.01, Synergy_ZIP=4.81, Synergy_Bliss=-0.352, Synergy_Loewe=-9.34, Synergy_HSA=-3.65. (2) Drug 1: CC1CCC2CC(C(=CC=CC=CC(CC(C(=O)C(C(C(=CC(C(=O)CC(OC(=O)C3CCCCN3C(=O)C(=O)C1(O2)O)C(C)CC4CCC(C(C4)OC)OCCO)C)C)O)OC)C)C)C)OC. Drug 2: CC1CCCC2(C(O2)CC(NC(=O)CC(C(C(=O)C(C1O)C)(C)C)O)C(=CC3=CSC(=N3)C)C)C. Cell line: U251. Synergy scores: CSS=51.6, Synergy_ZIP=3.78, Synergy_Bliss=2.36, Synergy_Loewe=-11.8, Synergy_HSA=2.62.